Dataset: Reaction yield outcomes from USPTO patents with 853,638 reactions. Task: Predict the reaction yield, written as a fraction of the theoretical maximum amount of product (1.0 means a 100% yield; for example, 0.34 means a 34% yield). (1) The reactants are C1CCN(C(N=NC(N2CCCCC2)=O)=O)CC1.[F:19][C:20]1[CH:25]=[CH:24][C:23]([CH:26]([OH:33])[CH2:27][N:28]2[CH:32]=[CH:31][N:30]=[CH:29]2)=[CH:22][CH:21]=1.[F:34][C:35]1[CH:40]=[CH:39][C:38]([C:41]2[CH:58]=[C:57](O)[CH:56]=[CH:55][C:42]=2[C:43]([NH:45][C@@H:46]([CH2:51][CH2:52][S:53][CH3:54])[C:47]([O:49][CH3:50])=[O:48])=[O:44])=[CH:37][CH:36]=1.C1(P(C2C=CC=CC=2)C2C=CC=CC=2)C=CC=CC=1. The catalyst is C1COCC1. The product is [F:19][C:20]1[CH:25]=[CH:24][C:23]([CH:26]([O:33][C:57]2[CH:56]=[CH:55][C:42]([C:43]([NH:45][C@@H:46]([CH2:51][CH2:52][S:53][CH3:54])[C:47]([O:49][CH3:50])=[O:48])=[O:44])=[C:41]([C:38]3[CH:37]=[CH:36][C:35]([F:34])=[CH:40][CH:39]=3)[CH:58]=2)[CH2:27][N:28]2[CH:32]=[CH:31][N:30]=[CH:29]2)=[CH:22][CH:21]=1. The yield is 0.250. (2) The reactants are [OH:1][C:2]1[CH:7]=[CH:6][C:5]([NH:8][C:9]([C:11]2[C:12](=[O:24])[N:13]([C:18]3[CH:23]=[CH:22][CH:21]=[CH:20][CH:19]=3)[N:14]([CH3:17])[C:15]=2[CH3:16])=[O:10])=[CH:4][CH:3]=1.CC(C)([O-])C.[K+].Cl[C:32]1[CH:37]=[CH:36][N:35]=[C:34]([C:38]([NH2:40])=[O:39])[CH:33]=1. The catalyst is CN(C=O)C. The product is [CH3:17][N:14]1[C:15]([CH3:16])=[C:11]([C:9]([NH:8][C:5]2[CH:6]=[CH:7][C:2]([O:1][C:32]3[CH:37]=[CH:36][N:35]=[C:34]([C:38]([NH2:40])=[O:39])[CH:33]=3)=[CH:3][CH:4]=2)=[O:10])[C:12](=[O:24])[N:13]1[C:18]1[CH:19]=[CH:20][CH:21]=[CH:22][CH:23]=1. The yield is 0.730. (3) The reactants are Cl.[NH2:2][C@@H:3]1[CH2:8][CH2:7][CH2:6][CH2:5][C@H:4]1[OH:9].[C:10]([O:14][C:15]([C:17]1[C:18]([C:37](O)=[O:38])=[N:19][C:20]([C:30]2[CH:35]=[CH:34][C:33]([Cl:36])=[CH:32][CH:31]=2)=[C:21]([C:23]2[CH:28]=[CH:27][C:26]([Cl:29])=[CH:25][CH:24]=2)[N:22]=1)=[O:16])([CH3:13])([CH3:12])[CH3:11].C(N(CC)CC)C.C1CN([P+](ON2N=NC3C=CC=CC2=3)(N2CCCC2)N2CCCC2)CC1.F[P-](F)(F)(F)(F)F. The catalyst is C(Cl)Cl. The yield is 0.950. The product is [Cl:36][C:33]1[CH:32]=[CH:31][C:30]([C:20]2[N:19]=[C:18]([C:37]([NH:2][C@@H:3]3[CH2:8][CH2:7][CH2:6][CH2:5][C@H:4]3[OH:9])=[O:38])[C:17]([C:15]([O:14][C:10]([CH3:11])([CH3:13])[CH3:12])=[O:16])=[N:22][C:21]=2[C:23]2[CH:28]=[CH:27][C:26]([Cl:29])=[CH:25][CH:24]=2)=[CH:35][CH:34]=1. (4) The reactants are [Cl:1][C:2]1[CH:7]=[C:6]([F:8])[C:5]([N+:9]([O-:11])=[O:10])=[CH:4][C:3]=1[CH2:12][C:13]([OH:15])=[O:14].S(Cl)(Cl)(=O)=O.[CH2:21](O)[CH3:22]. No catalyst specified. The product is [Cl:1][C:2]1[CH:7]=[C:6]([F:8])[C:5]([N+:9]([O-:11])=[O:10])=[CH:4][C:3]=1[CH2:12][C:13]([O:15][CH2:21][CH3:22])=[O:14]. The yield is 0.978. (5) The reactants are [CH3:1][O:2][C:3](=[O:19])[C:4]1[CH:9]=[C:8]([O:10][CH3:11])[C:7]([O:12][CH2:13][CH2:14][Cl:15])=[CH:6][C:5]=1[N+:16]([O-])=O. The catalyst is C(OCC)(=O)C.[Pd]. The product is [CH3:1][O:2][C:3](=[O:19])[C:4]1[CH:9]=[C:8]([O:10][CH3:11])[C:7]([O:12][CH2:13][CH2:14][Cl:15])=[CH:6][C:5]=1[NH2:16]. The yield is 0.990. (6) The reactants are [CH3:1][O:2][C:3]1[CH:8]=[C:7]([N+:9]([O-])=O)[CH:6]=[CH:5][C:4]=1[N:12]1[CH:16]=[N:15][C:14]([CH3:17])=[N:13]1. The catalyst is C(OCC)(=O)C.CO.[Pd]. The product is [CH3:1][O:2][C:3]1[CH:8]=[C:7]([CH:6]=[CH:5][C:4]=1[N:12]1[CH:16]=[N:15][C:14]([CH3:17])=[N:13]1)[NH2:9]. The yield is 0.920. (7) The reactants are [C:1]([C:5]1[CH:9]=[C:8]([NH:10][C:11]([NH:13][C:14]2[CH:19]=[C:18]([C:20]3[C:31](=[O:32])[N:30]([CH3:33])[C:23]4[N:24]=[C:25](SC)[N:26]=[CH:27][C:22]=4[CH:21]=3)[C:17]([CH3:34])=[CH:16][C:15]=2[F:35])=[O:12])[N:7]([C:36]2[CH:41]=[CH:40][CH:39]=[CH:38][CH:37]=2)[N:6]=1)([CH3:4])([CH3:3])[CH3:2].C1C=C(Cl)C=C(C(OO)=O)C=1.[CH3:53][NH2:54]. The catalyst is C1COCC1. The product is [C:1]([C:5]1[CH:9]=[C:8]([NH:10][C:11]([NH:13][C:14]2[CH:19]=[C:18]([C:20]3[C:31](=[O:32])[N:30]([CH3:33])[C:23]4[N:24]=[C:25]([NH:54][CH3:53])[N:26]=[CH:27][C:22]=4[CH:21]=3)[C:17]([CH3:34])=[CH:16][C:15]=2[F:35])=[O:12])[N:7]([C:36]2[CH:41]=[CH:40][CH:39]=[CH:38][CH:37]=2)[N:6]=1)([CH3:4])([CH3:3])[CH3:2]. The yield is 0.720. (8) The reactants are [CH3:1][C:2]1[CH:3]=[C:4]([CH:21]=[C:22]([CH3:33])[C:23]=1[N:24]1[CH:28]=[C:27]([C:29]([F:32])([F:31])[F:30])[CH:26]=[N:25]1)[O:5][C@H:6]([C:10]1[CH:20]=[CH:19][C:13]([C:14]([O:16]CC)=[O:15])=[CH:12][CH:11]=1)[CH2:7][CH2:8][CH3:9].O.O1CCCC1.O.[OH-].[Li+]. The catalyst is CO. The product is [CH3:1][C:2]1[CH:3]=[C:4]([CH:21]=[C:22]([CH3:33])[C:23]=1[N:24]1[CH:28]=[C:27]([C:29]([F:30])([F:32])[F:31])[CH:26]=[N:25]1)[O:5][C@H:6]([C:10]1[CH:11]=[CH:12][C:13]([C:14]([OH:16])=[O:15])=[CH:19][CH:20]=1)[CH2:7][CH2:8][CH3:9]. The yield is 1.00. (9) The reactants are [Si:1](Cl)([C:4]([CH3:7])([CH3:6])[CH3:5])([CH3:3])[CH3:2].[CH2:9]([OH:13])[C@H:10]([OH:12])[CH3:11].C(N(C(C)C)CC)(C)C. The catalyst is C(Cl)Cl.C(OCC)C.O. The product is [CH3:5][C:4]([Si:1]([CH3:3])([CH3:2])[O:13][CH2:9][C@H:10]([OH:12])[CH3:11])([CH3:7])[CH3:6]. The yield is 0.800.